Dataset: Retrosynthesis with 50K atom-mapped reactions and 10 reaction types from USPTO. Task: Predict the reactants needed to synthesize the given product. (1) Given the product CCOc1nc2c(C)cc(-c3cn(CC4CC4)cn3)cc2n1Cc1ccc(-c2ccccc2C(=O)O)cc1, predict the reactants needed to synthesize it. The reactants are: CCOc1nc2c(C)cc(-c3cn(CC4CC4)cn3)cc2n1Cc1ccc(-c2ccccc2C(=O)OC(C)(C)C)cc1. (2) Given the product N#Cc1ccc(N)c(F)c1, predict the reactants needed to synthesize it. The reactants are: N#C[Cu].Nc1ccc(Br)cc1F. (3) Given the product Cc1cc(Nc2nccc(C(F)(F)F)n2)cc(-c2ccc(Oc3ccc(C(=O)O)cc3)nc2)c1, predict the reactants needed to synthesize it. The reactants are: CCOC(=O)c1ccc(Oc2ccc(-c3cc(C)cc(Nc4nccc(C(F)(F)F)n4)c3)cn2)cc1. (4) Given the product CCOC(=O)c1ccc(OCCC23CC4CC(CC(C4)C2)C3)cc1, predict the reactants needed to synthesize it. The reactants are: CCOC(=O)c1ccc(O)cc1.OCCC12CC3CC(CC(C3)C1)C2. (5) Given the product Nc1cc(Cl)ccc1C(=O)c1cccc(O)c1, predict the reactants needed to synthesize it. The reactants are: COc1cccc(C(=O)c2ccc(Cl)cc2N)c1.